This data is from Full USPTO retrosynthesis dataset with 1.9M reactions from patents (1976-2016). The task is: Predict the reactants needed to synthesize the given product. The reactants are: [NH2:1][C@@H:2]([CH2:18][C:19]1[CH:24]=[CH:23][CH:22]=[CH:21][CH:20]=1)[CH2:3][NH:4][C:5]1[N:10]=[C:9]([C:11]2[CH:16]=[CH:15][N:14]=[CH:13][CH:12]=2)[C:8](Br)=[CH:7][N:6]=1.C(=O)([O-])[O-].[Na+].[Na+].[Cl:31][C:32]1[CH:33]=[C:34](B(O)O)[CH:35]=[CH:36][C:37]=1[F:38]. Given the product [ClH:31].[NH2:1][C@@H:2]([CH2:18][C:19]1[CH:24]=[CH:23][CH:22]=[CH:21][CH:20]=1)[CH2:3][NH:4][C:5]1[N:10]=[C:9]([C:11]2[CH:16]=[CH:15][N:14]=[CH:13][CH:12]=2)[C:8]([C:34]2[CH:35]=[CH:36][C:37]([F:38])=[C:32]([Cl:31])[CH:33]=2)=[CH:7][N:6]=1, predict the reactants needed to synthesize it.